From a dataset of Catalyst prediction with 721,799 reactions and 888 catalyst types from USPTO. Predict which catalyst facilitates the given reaction. Reactant: [NH2:1][C:2]1[CH:3]=[C:4]([CH:8]=[CH:9][C:10]=1[NH:11][CH2:12][CH3:13])[C:5]([OH:7])=[O:6].[N:14]([O-])=O.[Na+]. Product: [CH2:12]([N:11]1[C:10]2[CH:9]=[CH:8][C:4]([C:5]([OH:7])=[O:6])=[CH:3][C:2]=2[N:1]=[N:14]1)[CH3:13]. The catalyst class is: 313.